Dataset: Full USPTO retrosynthesis dataset with 1.9M reactions from patents (1976-2016). Task: Predict the reactants needed to synthesize the given product. (1) Given the product [C:7]([C:5]1[NH:6][C:2]([CH3:1])=[C:3]([CH:16]=[O:15])[N:4]=1)(=[O:8])[C:9]1[CH:14]=[CH:13][CH:12]=[CH:11][CH:10]=1, predict the reactants needed to synthesize it. The reactants are: [CH3:1][C:2]1[NH:6][C:5]([CH:7]([C:9]2[CH:14]=[CH:13][CH:12]=[CH:11][CH:10]=2)[OH:8])=[N:4][CH:3]=1.[O:15]1CCOC[CH2:16]1. (2) Given the product [F:1][C:2]1[CH:3]=[CH:4][C:5]([C:8]([C:11]2[CH:12]=[CH:13][C:14]([S:17][CH3:18])=[CH:15][CH:16]=2)=[CH2:9])=[CH:6][N:7]=1, predict the reactants needed to synthesize it. The reactants are: [F:1][C:2]1[N:7]=[CH:6][C:5]([C:8]([C:11]2[CH:16]=[CH:15][C:14]([S:17][CH3:18])=[CH:13][CH:12]=2)(O)[CH3:9])=[CH:4][CH:3]=1.FC(F)(F)C(O)=O.C(=O)(O)[O-].[Na+]. (3) The reactants are: Br[CH2:2][C:3]1[C:13]([Cl:14])=[N:12][CH:11]=[CH:10][C:4]=1[C:5]([O:7]CC)=O.Cl.[CH3:16][C:17]1[CH:18]=[C:19]([CH:34]([NH2:36])[CH3:35])[CH:20]=[N:21][C:22]=1[O:23][C:24]1[CH:25]=[N:26][C:27]([C:30]([F:33])([F:32])[F:31])=[CH:28][CH:29]=1. Given the product [Cl:14][C:13]1[C:3]2[CH2:2][N:36]([CH:34]([C:19]3[CH:20]=[N:21][C:22]([O:23][C:24]4[CH:25]=[N:26][C:27]([C:30]([F:33])([F:32])[F:31])=[CH:28][CH:29]=4)=[C:17]([CH3:16])[CH:18]=3)[CH3:35])[C:5](=[O:7])[C:4]=2[CH:10]=[CH:11][N:12]=1, predict the reactants needed to synthesize it. (4) Given the product [CH2:1]([C:3]1[CH:10]=[CH:9][C:6]([CH2:7][NH2:8])=[C:5]([F:11])[CH:4]=1)[CH3:2], predict the reactants needed to synthesize it. The reactants are: [CH2:1]([C:3]1[CH:10]=[CH:9][C:6]([C:7]#[N:8])=[C:5]([F:11])[CH:4]=1)[CH3:2].[H-].[H-].[H-].[H-].[Li+].[Al+3]. (5) Given the product [F:1][C:2]1[CH:3]=[C:4]([CH:7]=[CH:8][C:9]=1[N:10]1[C:22]2[C:21]3[CH:20]=[C:19]([O:23][CH2:35][C:36]4[CH:40]=[CH:39][S:38][CH:37]=4)[C:18]([O:24][CH3:25])=[CH:17][C:16]=3[N:15]=[CH:14][C:13]=2[N:12]([CH3:26])[C:11]1=[O:27])[C:5]#[N:6], predict the reactants needed to synthesize it. The reactants are: [F:1][C:2]1[CH:3]=[C:4]([CH:7]=[CH:8][C:9]=1[N:10]1[C:22]2[C:21]3[CH:20]=[C:19]([OH:23])[C:18]([O:24][CH3:25])=[CH:17][C:16]=3[N:15]=[CH:14][C:13]=2[N:12]([CH3:26])[C:11]1=[O:27])[C:5]#[N:6].C(=O)([O-])[O-].[K+].[K+].Cl[CH2:35][C:36]1[CH:40]=[CH:39][S:38][CH:37]=1.O. (6) Given the product [CH:2]([N:5]1[C:13]2[CH:12]=[C:11]([NH:14][C:15]3[CH:20]=[CH:19][N:18]=[C:17]([C:21]4[CH2:22][CH2:23][N:24]([S:35]([CH3:34])(=[O:37])=[O:36])[CH2:25][CH:26]=4)[N:16]=3)[N:10]=[CH:9][C:8]=2[N:7]=[CH:6]1)([CH3:4])[CH3:3], predict the reactants needed to synthesize it. The reactants are: [Cl-].[CH:2]([N:5]1[C:13]2[CH:12]=[C:11]([NH:14][C:15]3[CH:20]=[CH:19][N:18]=[C:17]([C:21]4[CH2:22][CH2:23][NH2+:24][CH2:25][CH:26]=4)[N:16]=3)[N:10]=[CH:9][C:8]=2[N:7]=[CH:6]1)([CH3:4])[CH3:3].C(N(CC)CC)C.[CH3:34][S:35](Cl)(=[O:37])=[O:36].